From a dataset of Full USPTO retrosynthesis dataset with 1.9M reactions from patents (1976-2016). Predict the reactants needed to synthesize the given product. Given the product [F:11][C:10]([F:13])([F:12])[C:7]1[CH:8]=[CH:9][C:4]([C:3]2[CH:20]=[C:19]([CH2:18][CH2:17][CH2:16][CH2:15][OH:21])[O:1][N:2]=2)=[CH:5][CH:6]=1, predict the reactants needed to synthesize it. The reactants are: [OH:1][N:2]=[C:3](Cl)[C:4]1[CH:9]=[CH:8][C:7]([C:10]([F:13])([F:12])[F:11])=[CH:6][CH:5]=1.[CH2:15]([OH:21])[CH2:16][CH2:17][CH2:18][C:19]#[CH:20].C(N(CC)CC)C.Cl.